Dataset: Full USPTO retrosynthesis dataset with 1.9M reactions from patents (1976-2016). Task: Predict the reactants needed to synthesize the given product. (1) Given the product [NH2:1][C:2]1[C:7]([F:8])=[C:6]([C:19]2[C:27]([F:28])=[CH:26][C:22]3=[N:23][O:24][N:25]=[C:21]3[CH:20]=2)[N:5]=[C:4]([C:13]([O:15][CH3:16])=[O:14])[C:3]=1[Cl:17], predict the reactants needed to synthesize it. The reactants are: [NH2:1][C:2]1[C:7]([F:8])=[C:6]([Sn](C)(C)C)[N:5]=[C:4]([C:13]([O:15][CH3:16])=[O:14])[C:3]=1[Cl:17].Br[C:19]1[C:27]([F:28])=[CH:26][C:22]2=[N:23][O:24][N:25]=[C:21]2[CH:20]=1.C(OCC)(=O)C.[Na+].[Cl-]. (2) Given the product [N:14]([C:10]1[C:11]([CH3:13])=[CH:12][C:7]([N:6]([CH3:15])[CH3:5])=[N:8][CH:9]=1)=[C:1]=[S:2], predict the reactants needed to synthesize it. The reactants are: [C:1](Cl)(Cl)=[S:2].[CH3:5][N:6]([CH3:15])[C:7]1[CH:12]=[C:11]([CH3:13])[C:10]([NH2:14])=[CH:9][N:8]=1. (3) Given the product [Si:1]([O:8][C@@H:9]1[CH2:10][C:11](=[O:16])[N:12]([C:18]2[CH:25]=[CH:24][C:21]([C:22]#[N:23])=[C:20]([O:26][CH3:27])[CH:19]=2)[C@H:13]1[CH2:14][CH3:15])([C:4]([CH3:7])([CH3:6])[CH3:5])([CH3:3])[CH3:2], predict the reactants needed to synthesize it. The reactants are: [Si:1]([O:8][C@H:9]1[C@H:13]([CH2:14][CH3:15])[NH:12][C:11](=[O:16])[CH2:10]1)([C:4]([CH3:7])([CH3:6])[CH3:5])([CH3:3])[CH3:2].Br[C:18]1[CH:25]=[CH:24][C:21]([C:22]#[N:23])=[C:20]([O:26][CH3:27])[CH:19]=1.C(=O)([O-])[O-].[Cs+].[Cs+].C1(P(C2C=CC=CC=2)C2C3OC4C(=CC=CC=4P(C4C=CC=CC=4)C4C=CC=CC=4)C(C)(C)C=3C=CC=2)C=CC=CC=1. (4) Given the product [CH3:11][O:12][C:13]1[CH:14]=[C:15]2[C:16]([CH:22]=[C:21]([N+:24]([O-:26])=[O:25])[CH:20]=[N:19]2)=[CH:17][CH:18]=1, predict the reactants needed to synthesize it. The reactants are: Cl.COC1C=C(N)C=CC=1.[CH3:11][O:12][C:13]1[CH:14]=[C:15]([NH:19][CH:20]=[C:21]([N+:24]([O-:26])=[O:25])[CH:22]=O)[CH:16]=[CH:17][CH:18]=1.C1(S)C=CC=CC=1. (5) The reactants are: [CH:1]1([CH2:7][C:8]([O:10][CH3:11])=[O:9])[CH2:6][CH2:5][CH2:4][CH2:3][CH2:2]1.[CH3:12]I. Given the product [CH:1]1([CH:7]([CH3:12])[C:8]([O:10][CH3:11])=[O:9])[CH2:6][CH2:5][CH2:4][CH2:3][CH2:2]1, predict the reactants needed to synthesize it. (6) Given the product [OH:4][CH:2]([CH2:1][O:5][CH2:6][CH2:7][CH2:8][CH2:9][CH2:10][CH2:11][CH2:12][CH3:13])[CH2:3][NH:26][C:15]([CH3:25])([CH3:14])[CH2:16][C:17]1[CH:22]=[CH:21][C:20]([O:23][CH3:24])=[CH:19][CH:18]=1, predict the reactants needed to synthesize it. The reactants are: [CH2:1]([O:5][CH2:6][CH2:7][CH2:8][CH2:9][CH2:10][CH2:11][CH2:12][CH3:13])[CH:2]1[O:4][CH2:3]1.[CH3:14][C:15]([NH2:26])([CH3:25])[CH2:16][C:17]1[CH:22]=[CH:21][C:20]([O:23][CH3:24])=[CH:19][CH:18]=1.